From a dataset of Reaction yield outcomes from USPTO patents with 853,638 reactions. Predict the reaction yield, written as a fraction of the theoretical maximum amount of product (1.0 means a 100% yield; for example, 0.34 means a 34% yield). (1) The reactants are C([O:3][C:4]([C:6]1[C:7]([CH2:12][CH2:13][CH2:14][CH3:15])=[N:8][O:9][C:10]=1[CH3:11])=O)C.[H-].[Al+3].[Li+].[H-].[H-].[H-]. The catalyst is C1COCC1. The product is [CH2:12]([C:7]1[C:6]([CH2:4][OH:3])=[C:10]([CH3:11])[O:9][N:8]=1)[CH2:13][CH2:14][CH3:15]. The yield is 0.950. (2) The reactants are [OH:1][C:2]1[C:3](=[O:13])[C:4]2[C:9]([C:10](=[O:12])[CH:11]=1)=[CH:8][CH:7]=[CH:6][CH:5]=2. The catalyst is C1C=CC=CC=1.[Ag]. The product is [OH:1][CH2:2][CH2:11][CH2:10][CH2:9][CH2:8][CH2:7][O:12][C:10]1[C:9]2[C:4](=[CH:5][CH:6]=[CH:7][CH:8]=2)[C:3](=[O:13])[C:2](=[O:1])[CH:11]=1. The yield is 0.500. (3) The reactants are Cl.[Cl:2][C:3]1[CH:8]=[CH:7][CH:6]=[CH:5][C:4]=1[N:9]1[CH:13]=[N:12][N:11]=[C:10]1[C:14]1[S:28][C:17]2[C:18]3[CH:26]=[CH:25][C:24]([NH2:27])=[CH:23][C:19]=3[O:20][CH2:21][CH2:22][C:16]=2[CH:15]=1.Cl[C:30]([O:32][CH3:33])=[O:31]. The catalyst is C(Cl)Cl. The product is [Cl:2][C:3]1[CH:8]=[CH:7][CH:6]=[CH:5][C:4]=1[N:9]1[CH:13]=[N:12][N:11]=[C:10]1[C:14]1[S:28][C:17]2[C:18]3[CH:26]=[CH:25][C:24]([NH:27][C:30](=[O:31])[O:32][CH3:33])=[CH:23][C:19]=3[O:20][CH2:21][CH2:22][C:16]=2[CH:15]=1. The yield is 0.380. (4) The yield is 0.750. The reactants are [C:1]([O:5][C:6](=[O:22])[N:7]([CH2:19][CH:20]=[CH2:21])[CH:8]([C:12]1[CH:17]=[CH:16][C:15]([Br:18])=[CH:14][CH:13]=1)[CH2:9]C=C)([CH3:4])([CH3:3])[CH3:2]. The catalyst is C(Cl)Cl.Cl[Ru](=CC1C=CC=CC=1)([P](C1CCCCC1)(C1CCCCC1)C1CCCCC1)([P](C1CCCCC1)(C1CCCCC1)C1CCCCC1)Cl. The product is [C:1]([O:5][C:6]([N:7]1[CH2:19][CH:20]=[CH:21][CH2:9][CH:8]1[C:12]1[CH:13]=[CH:14][C:15]([Br:18])=[CH:16][CH:17]=1)=[O:22])([CH3:2])([CH3:3])[CH3:4]. (5) The reactants are Cl.[CH2:2]([O:4][C:5](=[O:12])[CH2:6][NH:7][C:8](=[O:11])[CH2:9][NH2:10])[CH3:3].C(N(CC)CC)C.O.O.[C:22]([O:26][C:27]([NH:29][C@H:30]([C:38](O)=[O:39])[CH2:31][CH:32]1[CH2:37][CH2:36][CH2:35][CH2:34][CH2:33]1)=[O:28])([CH3:25])([CH3:24])[CH3:23].O.ON1C2C=CC=CC=2N=N1.Cl.CN(CCCCN=C=NCC)C. The catalyst is O1CCCC1. The product is [CH2:2]([O:4][C:5](=[O:12])[CH2:6][NH:7][C:8](=[O:11])[CH2:9][NH:10][C:38](=[O:39])[C@H:30]([CH2:31][CH:32]1[CH2:37][CH2:36][CH2:35][CH2:34][CH2:33]1)[NH:29][C:27]([O:26][C:22]([CH3:25])([CH3:23])[CH3:24])=[O:28])[CH3:3]. The yield is 0.910. (6) The reactants are Br[C:2]1[N:7]=[C:6]([C:8]([OH:10])=[O:9])[CH:5]=[CH:4][CH:3]=1.[C:11]1(B(O)O)[CH:16]=[CH:15][CH:14]=[CH:13][CH:12]=1.C([O-])([O-])=O.[Na+].[Na+]. The catalyst is COCCOC. The product is [C:11]1([C:2]2[N:7]=[C:6]([C:8]([OH:10])=[O:9])[CH:5]=[CH:4][CH:3]=2)[CH:16]=[CH:15][CH:14]=[CH:13][CH:12]=1. The yield is 0.510. (7) The product is [Cl:33][C:14]1[CH:13]=[C:12]([CH:7]([CH2:8][CH:9]([CH3:11])[CH3:10])[C:6]([OH:34])=[O:5])[CH:17]=[C:16]([O:18][CH2:19][CH:20]2[CH2:22][CH2:21]2)[C:15]=1[C:23]1[CH:28]=[CH:27][C:26]([C:29]([F:30])([F:31])[F:32])=[CH:25][CH:24]=1. The reactants are C1(C[O:5][C:6](=[O:34])[CH:7]([C:12]2[CH:17]=[C:16]([O:18][CH2:19][CH:20]3[CH2:22][CH2:21]3)[C:15]([C:23]3[CH:28]=[CH:27][C:26]([C:29]([F:32])([F:31])[F:30])=[CH:25][CH:24]=3)=[C:14]([Cl:33])[CH:13]=2)[CH2:8][CH:9]([CH3:11])[CH3:10])CC1.[OH-].[K+]. The catalyst is CCO.O. The yield is 0.850.